From a dataset of Full USPTO retrosynthesis dataset with 1.9M reactions from patents (1976-2016). Predict the reactants needed to synthesize the given product. (1) Given the product [C:2]([NH:5][C:6]1[S:7][CH:8]=[C:9]([C:11]([NH:13][C:14]2[CH:19]=[CH:18][C:17]([NH:20][C:22]([NH2:23])=[NH:21])=[CH:16][CH:15]=2)=[O:12])[N:10]=1)(=[O:4])[CH3:3], predict the reactants needed to synthesize it. The reactants are: Cl.[C:2]([NH:5][C:6]1[S:7][CH:8]=[C:9]([C:11]([NH:13][C:14]2[CH:19]=[CH:18][C:17]([NH2:20])=[CH:16][CH:15]=2)=[O:12])[N:10]=1)(=[O:4])[CH3:3].[N:21]#[C:22][NH2:23]. (2) The reactants are: [Cl:1][C:2]1[CH:7]=[CH:6][C:5]([C:8]#[C:9][C:10]2[CH:30]=[CH:29][C:13]([CH2:14][NH:15][C:16]3[CH:28]=[CH:27][C:19]4[O:20][C:21]([CH3:26])([CH3:25])[O:22][C:23](=[O:24])[C:18]=4[CH:17]=3)=[CH:12][CH:11]=2)=[CH:4][CH:3]=1.[CH:31]1([C:37](Cl)=[O:38])[CH2:36][CH2:35][CH2:34][CH2:33][CH2:32]1. Given the product [Cl:1][C:2]1[CH:3]=[CH:4][C:5]([C:8]#[C:9][C:10]2[CH:30]=[CH:29][C:13]([CH2:14][N:15]([C:16]3[CH:28]=[CH:27][C:19]4[O:20][C:21]([CH3:26])([CH3:25])[O:22][C:23](=[O:24])[C:18]=4[CH:17]=3)[C:37]([CH:31]3[CH2:36][CH2:35][CH2:34][CH2:33][CH2:32]3)=[O:38])=[CH:12][CH:11]=2)=[CH:6][CH:7]=1, predict the reactants needed to synthesize it. (3) The reactants are: Cl[C:2]1[C:7]([C:8]#[N:9])=[CH:6][N:5]=[C:4]2[C:10]3[CH:16]=[C:15]([N+:17]([O-:19])=[O:18])[CH:14]=[CH:13][C:11]=3[S:12][C:3]=12.C(OCCO)C.[Cl:26][C:27]1[C:33]([O:34][CH3:35])=[CH:32][C:30]([NH2:31])=[C:29]([CH3:36])[CH:28]=1.Cl.N1C=CC=CC=1. Given the product [Cl:26][C:27]1[C:33]([O:34][CH3:35])=[CH:32][C:30]([NH:31][C:2]2[C:7]([C:8]#[N:9])=[CH:6][N:5]=[C:4]3[C:10]4[CH:16]=[C:15]([N+:17]([O-:19])=[O:18])[CH:14]=[CH:13][C:11]=4[S:12][C:3]=23)=[C:29]([CH3:36])[CH:28]=1, predict the reactants needed to synthesize it.